This data is from CYP2C19 inhibition data for predicting drug metabolism from PubChem BioAssay. The task is: Regression/Classification. Given a drug SMILES string, predict its absorption, distribution, metabolism, or excretion properties. Task type varies by dataset: regression for continuous measurements (e.g., permeability, clearance, half-life) or binary classification for categorical outcomes (e.g., BBB penetration, CYP inhibition). Dataset: cyp2c19_veith. The drug is CCC(C)C1NC(=S)N(C2CCCCC2)C1=O. The result is 1 (inhibitor).